From a dataset of Forward reaction prediction with 1.9M reactions from USPTO patents (1976-2016). Predict the product of the given reaction. (1) Given the reactants [S:1]1[C:5]([C:6]([OH:8])=[O:7])=[CH:4][C:3]2[CH2:9][CH2:10][CH2:11][CH2:12][C:2]1=2.O.[N+]([O-])([O-])=[O:15].[Ce+4].[NH4+].[N+]([O-])([O-])=O.[N+]([O-])([O-])=O.[N+]([O-])([O-])=O.[N+]([O-])([O-])=O, predict the reaction product. The product is: [O:15]=[C:12]1[C:2]2[S:1][C:5]([C:6]([OH:8])=[O:7])=[CH:4][C:3]=2[CH2:9][CH2:10][CH2:11]1. (2) Given the reactants [OH:1][C:2]1[CH:3]=[C:4]([CH:11]=[CH:12][CH:13]=1)[CH2:5][NH:6][S:7]([CH3:10])(=[O:9])=[O:8].Br[CH2:15][C:16]([O:18]C)=[O:17].C([O-])([O-])=O.[K+].[K+], predict the reaction product. The product is: [CH3:10][S:7]([NH:6][CH2:5][C:4]1[CH:3]=[C:2]([CH:13]=[CH:12][CH:11]=1)[O:1][CH2:15][C:16]([OH:18])=[O:17])(=[O:9])=[O:8]. (3) Given the reactants C(N(CC)CC)C.[F:8][C:9]1[CH:14]=[CH:13][CH:12]=[CH:11][C:10]=1[N:15]1[C:23]2[C:18](=[C:19]([N:24]3[CH2:31][C@@H:30]4[C@@H:26]([CH2:27][NH:28][CH2:29]4)[C:25]3=[O:32])[CH:20]=[CH:21][CH:22]=2)[CH:17]=[N:16]1.[C:33]1([S:39](Cl)(=[O:41])=[O:40])[CH:38]=[CH:37][CH:36]=[CH:35][CH:34]=1, predict the reaction product. The product is: [F:8][C:9]1[CH:14]=[CH:13][CH:12]=[CH:11][C:10]=1[N:15]1[C:23]2[C:18](=[C:19]([N:24]3[CH2:31][C@@H:30]4[C@@H:26]([CH2:27][N:28]([S:39]([C:33]5[CH:38]=[CH:37][CH:36]=[CH:35][CH:34]=5)(=[O:41])=[O:40])[CH2:29]4)[C:25]3=[O:32])[CH:20]=[CH:21][CH:22]=2)[CH:17]=[N:16]1. (4) Given the reactants [CH3:1][N:2]([CH3:16])[C:3]1[CH:8]=[CH:7][C:6](/[CH:9]=[CH:10]/[C:11]([O:13][CH2:14][CH3:15])=[O:12])=[CH:5][CH:4]=1.FC(F)(F)S(O[C:23]1[CH:28]=[CH:27]C=[CH:25][C:24]=1[Si](C)(C)C)(=O)=O.[F-].[K+].C1OCCOCCOCCOCCOCCOC1, predict the reaction product. The product is: [CH3:16][N:2]([C:1]1[CH:27]=[CH:28][CH:23]=[CH:24][CH:25]=1)[C:3]1[CH:4]=[CH:5][C:6](/[CH:9]=[CH:10]/[C:11]([O:13][CH2:14][CH3:15])=[O:12])=[CH:7][CH:8]=1. (5) Given the reactants C([O:8][C:9]1[CH:14]=[CH:13][C:12]([O:15][CH2:16][O:17][CH3:18])=[CH:11][C:10]=1[CH2:19][C:20]#[N:21])C1C=CC=CC=1, predict the reaction product. The product is: [OH:8][C:9]1[CH:14]=[CH:13][C:12]([O:15][CH2:16][O:17][CH3:18])=[CH:11][C:10]=1[CH2:19][C:20]#[N:21].